Task: Regression. Given two drug SMILES strings and cell line genomic features, predict the synergy score measuring deviation from expected non-interaction effect.. Dataset: NCI-60 drug combinations with 297,098 pairs across 59 cell lines (1) Drug 1: C1=CC(=CC=C1CCCC(=O)O)N(CCCl)CCCl. Drug 2: CC1CCC2CC(C(=CC=CC=CC(CC(C(=O)C(C(C(=CC(C(=O)CC(OC(=O)C3CCCCN3C(=O)C(=O)C1(O2)O)C(C)CC4CCC(C(C4)OC)OCCO)C)C)O)OC)C)C)C)OC. Cell line: OVCAR-4. Synergy scores: CSS=18.3, Synergy_ZIP=0.452, Synergy_Bliss=0.0363, Synergy_Loewe=-18.0, Synergy_HSA=-0.313. (2) Drug 1: CCC1=CC2CC(C3=C(CN(C2)C1)C4=CC=CC=C4N3)(C5=C(C=C6C(=C5)C78CCN9C7C(C=CC9)(C(C(C8N6C)(C(=O)OC)O)OC(=O)C)CC)OC)C(=O)OC.C(C(C(=O)O)O)(C(=O)O)O. Drug 2: C1=NNC2=C1C(=O)NC=N2. Cell line: IGROV1. Synergy scores: CSS=34.7, Synergy_ZIP=-3.53, Synergy_Bliss=-0.332, Synergy_Loewe=-25.5, Synergy_HSA=0.0151. (3) Drug 1: CC1OCC2C(O1)C(C(C(O2)OC3C4COC(=O)C4C(C5=CC6=C(C=C35)OCO6)C7=CC(=C(C(=C7)OC)O)OC)O)O. Drug 2: C1=NC2=C(N=C(N=C2N1C3C(C(C(O3)CO)O)O)F)N. Cell line: HOP-92. Synergy scores: CSS=35.2, Synergy_ZIP=-5.46, Synergy_Bliss=-0.329, Synergy_Loewe=-9.94, Synergy_HSA=1.62. (4) Drug 1: C1=CC(=CC=C1CCC2=CNC3=C2C(=O)NC(=N3)N)C(=O)NC(CCC(=O)O)C(=O)O. Drug 2: CC1C(C(CC(O1)OC2CC(CC3=C2C(=C4C(=C3O)C(=O)C5=CC=CC=C5C4=O)O)(C(=O)C)O)N)O. Cell line: SR. Synergy scores: CSS=47.9, Synergy_ZIP=-8.22, Synergy_Bliss=-16.8, Synergy_Loewe=8.27, Synergy_HSA=-8.17. (5) Drug 1: C1=CC(=CC=C1CCC2=CNC3=C2C(=O)NC(=N3)N)C(=O)NC(CCC(=O)O)C(=O)O. Drug 2: CS(=O)(=O)OCCCCOS(=O)(=O)C. Cell line: M14. Synergy scores: CSS=14.8, Synergy_ZIP=0.957, Synergy_Bliss=-2.12, Synergy_Loewe=-24.5, Synergy_HSA=-5.91. (6) Drug 1: CN1C2=C(C=C(C=C2)N(CCCl)CCCl)N=C1CCCC(=O)O.Cl. Drug 2: C1=NC2=C(N=C(N=C2N1C3C(C(C(O3)CO)O)F)Cl)N. Cell line: NCI-H226. Synergy scores: CSS=0.0350, Synergy_ZIP=0.188, Synergy_Bliss=0.0408, Synergy_Loewe=-0.780, Synergy_HSA=-0.419. (7) Drug 1: C1=C(C(=O)NC(=O)N1)N(CCCl)CCCl. Drug 2: CC1=CC=C(C=C1)C2=CC(=NN2C3=CC=C(C=C3)S(=O)(=O)N)C(F)(F)F. Cell line: IGROV1. Synergy scores: CSS=17.9, Synergy_ZIP=-5.27, Synergy_Bliss=-9.14, Synergy_Loewe=-8.58, Synergy_HSA=-6.72. (8) Drug 1: C1C(C(OC1N2C=NC3=C(N=C(N=C32)Cl)N)CO)O. Drug 2: CC1=C(C=C(C=C1)C(=O)NC2=CC(=CC(=C2)C(F)(F)F)N3C=C(N=C3)C)NC4=NC=CC(=N4)C5=CN=CC=C5. Cell line: NCIH23. Synergy scores: CSS=37.1, Synergy_ZIP=0.822, Synergy_Bliss=1.54, Synergy_Loewe=-25.0, Synergy_HSA=0.356.